This data is from Forward reaction prediction with 1.9M reactions from USPTO patents (1976-2016). The task is: Predict the product of the given reaction. (1) Given the reactants C(OC([C:7]1([CH2:22][C:23]2[CH:28]=[CH:27][C:26]([N+:29]([O-:31])=[O:30])=[C:25]([F:32])[CH:24]=2)[C:12](=[O:13])[CH:11]([NH:14][C:15]([O:17][C:18]([CH3:21])([CH3:20])[CH3:19])=[O:16])[CH2:10][S:9][CH2:8]1)=O)C=C.N1CCOCC1.C([O-])(O)=O.[Na+], predict the reaction product. The product is: [C:18]([O:17][C:15](=[O:16])[NH:14][C@@H:11]1[C:12](=[O:13])[C@H:7]([CH2:22][C:23]2[CH:28]=[CH:27][C:26]([N+:29]([O-:31])=[O:30])=[C:25]([F:32])[CH:24]=2)[CH2:8][S:9][CH2:10]1)([CH3:21])([CH3:19])[CH3:20]. (2) Given the reactants [NH2:1][C:2]1[CH:7]=[CH:6][CH:5]=[CH:4][C:3]=1[CH2:8][N:9]1[C@H:14]([CH:15]([CH2:18][CH3:19])[CH2:16][CH3:17])[C:13](=[O:20])[NH:12][C@H:11]([CH:21]2[CH2:29][C:28]3[C:23](=[CH:24][CH:25]=[CH:26][CH:27]=3)[CH2:22]2)[C:10]1=[O:30].N1C=CC=CC=1.Cl.[CH3:38][N:39]([CH3:45])[CH2:40][CH2:41][C:42](Cl)=[O:43], predict the reaction product. The product is: [CH:10]([OH:30])=[O:43].[CH2:22]1[C:23]2[C:28](=[CH:27][CH:26]=[CH:25][CH:24]=2)[CH2:29][CH:21]1[C@H:11]1[NH:12][C:13](=[O:20])[C@@H:14]([CH:15]([CH2:16][CH3:17])[CH2:18][CH3:19])[N:9]([CH2:8][C:3]2[CH:4]=[CH:5][CH:6]=[CH:7][C:2]=2[NH:1][C:42](=[O:43])[CH2:41][CH2:40][N:39]([CH3:45])[CH3:38])[C:10]1=[O:30]. (3) The product is: [CH3:1][O:2][C:3](=[O:26])[CH:4]([C:9]1[CH:10]=[C:11]([C:16]2[CH:17]=[CH:18][C:19]([C:22]([F:23])([F:25])[F:24])=[CH:20][CH:21]=2)[CH:12]=[C:13]([O:15][C:31]2[CH:32]=[CH:33][C:28]([F:27])=[C:29]([O:37][CH3:38])[CH:30]=2)[CH:14]=1)[CH2:5][CH:6]([CH3:8])[CH3:7]. Given the reactants [CH3:1][O:2][C:3](=[O:26])[CH:4]([C:9]1[CH:10]=[C:11]([C:16]2[CH:21]=[CH:20][C:19]([C:22]([F:25])([F:24])[F:23])=[CH:18][CH:17]=2)[CH:12]=[C:13]([OH:15])[CH:14]=1)[CH2:5][CH:6]([CH3:8])[CH3:7].[F:27][C:28]1[CH:33]=[CH:32][C:31](B(O)O)=[CH:30][C:29]=1[O:37][CH3:38], predict the reaction product. (4) Given the reactants [CH3:1][CH:2]([CH2:4][CH:5]1[C:18](=O)[CH2:17][CH:16]2[N:7]([CH2:8][CH2:9][C:10]3[C:15]2=[CH:14][C:13]([O:20][CH3:21])=[C:12]([O:22][CH3:23])[CH:11]=3)[CH2:6]1)[CH3:3].Cl.NO.[N:27]1C=CC=CC=1, predict the reaction product. The product is: [CH2:4]([CH:5]1[CH2:6][N:7]2[CH2:8][CH2:9][C:10]3[C:15]([CH:16]2[CH2:17][CH:18]1[NH2:27])=[CH:14][C:13]([O:20][CH3:21])=[C:12]([O:22][CH3:23])[CH:11]=3)[CH:2]([CH3:3])[CH3:1]. (5) Given the reactants [Cl:1][C:2]1[CH:3]=[CH:4][C:5]2[N:11]3[CH2:12][CH2:13][CH:8]([CH2:9][CH2:10]3)[NH:7][C:6]=2[N:14]=1.[CH3:15][C:16]([O:19][C:20](O[C:20]([O:19][C:16]([CH3:18])([CH3:17])[CH3:15])=[O:21])=[O:21])([CH3:18])[CH3:17].O, predict the reaction product. The product is: [Cl:1][C:2]1[CH:3]=[CH:4][C:5]2[N:11]3[CH2:10][CH2:9][CH:8]([CH2:13][CH2:12]3)[N:7]([C:20]([O:19][C:16]([CH3:18])([CH3:17])[CH3:15])=[O:21])[C:6]=2[N:14]=1. (6) Given the reactants [CH3:1][O:2][C:3]1[CH:12]=[C:11]2[C:6]([CH2:7][CH2:8][C:9]([CH3:18])([C:14]([O:16][CH3:17])=[O:15])[C:10]2=O)=[CH:5][CH:4]=1.C([SiH](CC)CC)C, predict the reaction product. The product is: [CH3:1][O:2][C:3]1[CH:12]=[C:11]2[C:6]([CH2:7][CH2:8][C:9]([CH3:18])([C:14]([O:16][CH3:17])=[O:15])[CH2:10]2)=[CH:5][CH:4]=1.